From a dataset of Catalyst prediction with 721,799 reactions and 888 catalyst types from USPTO. Predict which catalyst facilitates the given reaction. Reactant: [NH:1]1[CH2:6][CH2:5][CH:4]([OH:7])[CH2:3][CH2:2]1.[C:8]([Si:12](Cl)([C:19]1[CH:24]=[CH:23][CH:22]=[CH:21][CH:20]=1)[C:13]1[CH:18]=[CH:17][CH:16]=[CH:15][CH:14]=1)([CH3:11])([CH3:10])[CH3:9]. The catalyst class is: 7. Product: [Si:12]([O:7][CH:4]1[CH2:5][CH2:6][NH:1][CH2:2][CH2:3]1)([C:8]([CH3:11])([CH3:10])[CH3:9])([C:19]1[CH:20]=[CH:21][CH:22]=[CH:23][CH:24]=1)[C:13]1[CH:18]=[CH:17][CH:16]=[CH:15][CH:14]=1.